This data is from Reaction yield outcomes from USPTO patents with 853,638 reactions. The task is: Predict the reaction yield, written as a fraction of the theoretical maximum amount of product (1.0 means a 100% yield; for example, 0.34 means a 34% yield). (1) The yield is 0.420. The reactants are [CH:1]1([CH2:4][O:5][CH:6]2[CH2:11][CH2:10][NH:9][CH2:8][CH2:7]2)[CH2:3][CH2:2]1.Cl[CH2:13][CH2:14][CH2:15][N:16]1[C:21]2[CH:22]=[CH:23][C:24]([F:26])=[CH:25][C:20]=2[O:19][CH2:18][C:17]1=[O:27].C([O-])([O-])=O.[K+].[K+]. The product is [CH:1]1([CH2:4][O:5][CH:6]2[CH2:11][CH2:10][N:9]([CH2:13][CH2:14][CH2:15][N:16]3[C:21]4[CH:22]=[CH:23][C:24]([F:26])=[CH:25][C:20]=4[O:19][CH2:18][C:17]3=[O:27])[CH2:8][CH2:7]2)[CH2:2][CH2:3]1. No catalyst specified. (2) The reactants are [CH2:1]([NH:5][S:6]([CH2:9][C:10]1[CH:15]=[CH:14][CH:13]=[CH:12][CH:11]=1)(=[O:8])=[O:7])[CH2:2][CH2:3][CH3:4].[C:16](OCC)(=[O:22])[C:17](OCC)=[O:18].CC(C)([O-])C.[K+].Cl. The catalyst is CN(C=O)C. The product is [CH2:1]([N:5]1[C:17](=[O:18])[C:16]([OH:22])=[C:9]([C:10]2[CH:15]=[CH:14][CH:13]=[CH:12][CH:11]=2)[S:6]1(=[O:8])=[O:7])[CH2:2][CH2:3][CH3:4]. The yield is 0.390.